This data is from Kir2.1 potassium channel HTS with 301,493 compounds. The task is: Binary Classification. Given a drug SMILES string, predict its activity (active/inactive) in a high-throughput screening assay against a specified biological target. (1) The drug is s1c(c2nc(N(C)C#N)ncc2)ccc1. The result is 0 (inactive). (2) The drug is S(c1nc([nH]n1)CC(C)C)CC(=O)Nc1c(cccc1)C(OC)=O. The result is 0 (inactive). (3) The molecule is O(c1c(c2c(cc1)cccc2)/C=C(/c1ccc(cc1)C(O)=O)C#N)CC#C. The result is 0 (inactive). (4) The molecule is [nH]1c2C3(N(CCCC3)CCCc2c2c1cccc2)C. The result is 0 (inactive). (5) The drug is [O-][N+](=O)c1ccc(N2CCN(CC2)c2c(ccc(c2)C)C)nc1. The result is 0 (inactive).